Task: Predict which catalyst facilitates the given reaction.. Dataset: Catalyst prediction with 721,799 reactions and 888 catalyst types from USPTO (1) Reactant: [Si:1]([O:18][C@H:19]1[C:24](=[CH2:25])[C@@H:23]([F:26])[CH2:22]/[C:21](=[CH:27]/[C:28](OC)=[O:29])/[CH2:20]1)([C:14]([CH3:17])([CH3:16])[CH3:15])([C:8]1[CH:13]=[CH:12][CH:11]=[CH:10][CH:9]=1)[C:2]1[CH:7]=[CH:6][CH:5]=[CH:4][CH:3]=1.[H-].C([Al+]CC(C)C)C(C)C. Product: [Si:1]([O:18][C@H:19]1[C:24](=[CH2:25])[C@@H:23]([F:26])[CH2:22]/[C:21](=[CH:27]/[CH2:28][OH:29])/[CH2:20]1)([C:14]([CH3:17])([CH3:16])[CH3:15])([C:8]1[CH:13]=[CH:12][CH:11]=[CH:10][CH:9]=1)[C:2]1[CH:3]=[CH:4][CH:5]=[CH:6][CH:7]=1. The catalyst class is: 426. (2) The catalyst class is: 1. Product: [Br:1][C:2]1[N:7]=[C:6]2[C:8]([C:11]([NH:18][CH:15]([CH3:16])[CH3:14])=[O:13])=[CH:9][NH:10][C:5]2=[N:4][CH:3]=1. Reactant: [Br:1][C:2]1[N:7]=[C:6]2[C:8]([C:11]([OH:13])=O)=[CH:9][NH:10][C:5]2=[N:4][CH:3]=1.[CH3:14][C:15]1([NH2:18])C[CH2:16]1.CN(C(ON1N=NC2C=CC=NC1=2)=[N+](C)C)C.F[P-](F)(F)(F)(F)F. (3) Reactant: [Cl:1][C:2]1[N:7]=[C:6](Cl)[C:5]([F:9])=[CH:4][N:3]=1.C(NC(C)C)(C)C.[NH2:17][CH2:18][C:19]([CH3:22])([OH:21])[CH3:20]. Product: [Cl:1][C:2]1[N:7]=[C:6]([NH:17][CH2:18][C:19]([CH3:22])([OH:21])[CH3:20])[C:5]([F:9])=[CH:4][N:3]=1. The catalyst class is: 10.